The task is: Predict the product of the given reaction.. This data is from Forward reaction prediction with 1.9M reactions from USPTO patents (1976-2016). Given the reactants [CH3:1][C@@H:2]1[NH:7][CH2:6][CH2:5][N:4]([S:8]([C:11]2[CH:16]=[CH:15][C:14]([C:17]([F:20])([F:19])[F:18])=[CH:13][CH:12]=2)(=[O:10])=[O:9])[CH2:3]1.C1C=CC2N(O)N=NC=2C=1.O.CN(C(ON1N=NC2C=CC=CC1=2)=[N+](C)C)C.F[P-](F)(F)(F)(F)F.[CH3:56][O:57][C:58]1[N:63]=[CH:62][C:61]([C:64](O)=[O:65])=[CH:60][CH:59]=1.CCN(C(C)C)C(C)C, predict the reaction product. The product is: [CH3:1][C@H:2]1[CH2:3][N:4]([S:8]([C:11]2[CH:12]=[CH:13][C:14]([C:17]([F:20])([F:18])[F:19])=[CH:15][CH:16]=2)(=[O:9])=[O:10])[CH2:5][CH2:6][N:7]1[C:64]([C:61]1[CH:62]=[N:63][C:58]([O:57][CH3:56])=[CH:59][CH:60]=1)=[O:65].